Dataset: Catalyst prediction with 721,799 reactions and 888 catalyst types from USPTO. Task: Predict which catalyst facilitates the given reaction. (1) The catalyst class is: 317. Product: [F:49][C:46]1[CH:47]=[CH:48][C:43]([O:42][C:40](=[O:41])[N:14]([C@@H:13]2[C@@H:9]([C:4]3[CH:5]=[CH:6][C:7]([Cl:8])=[C:2]([Cl:1])[CH:3]=3)[CH2:10][N:11]([C:16]([CH:18]3[CH2:19][CH2:20][N:21]([C:24]([C:26]4([CH3:29])[CH2:28][CH2:27]4)=[O:25])[CH2:22][CH2:23]3)=[O:17])[CH2:12]2)[CH3:15])=[CH:44][CH:45]=1. Reactant: [Cl:1][C:2]1[CH:3]=[C:4]([C@@H:9]2[C@@H:13]([NH:14][CH3:15])[CH2:12][N:11]([C:16]([CH:18]3[CH2:23][CH2:22][N:21]([C:24]([C:26]4([CH3:29])[CH2:28][CH2:27]4)=[O:25])[CH2:20][CH2:19]3)=[O:17])[CH2:10]2)[CH:5]=[CH:6][C:7]=1[Cl:8].C(N(CC)C(C)C)(C)C.Cl[C:40]([O:42][C:43]1[CH:48]=[CH:47][C:46]([F:49])=[CH:45][CH:44]=1)=[O:41]. (2) Reactant: C([O:4][C:5]1[C:6]([N:15]2[CH2:20][CH2:19][O:18][CH2:17][CH2:16]2)=[N:7][CH:8]=[C:9]2[C:14]=1[N:13]=[CH:12][CH:11]=[CH:10]2)(C)C.B(Cl)(Cl)[Cl:22].CO. Product: [ClH:22].[N:15]1([C:6]2[C:5]([OH:4])=[C:14]3[C:9]([CH:10]=[CH:11][CH:12]=[N:13]3)=[CH:8][N:7]=2)[CH2:16][CH2:17][O:18][CH2:19][CH2:20]1. The catalyst class is: 4. (3) Reactant: [N+:1]([C:4]1[CH:11]=[C:10]([C:12]2[C:17]([C:18]([F:21])([F:20])[F:19])=[CH:16][CH:15]=[CH:14][N:13]=2)[CH:9]=[CH:8][C:5]=1[C:6]#[N:7])([O-])=O.Cl[Sn]Cl.[OH-].[Na+]. Product: [NH2:1][C:4]1[CH:11]=[C:10]([C:12]2[C:17]([C:18]([F:21])([F:19])[F:20])=[CH:16][CH:15]=[CH:14][N:13]=2)[CH:9]=[CH:8][C:5]=1[C:6]#[N:7]. The catalyst class is: 33. (4) Reactant: C[O:2][C:3](=[O:19])[CH:4]([C:11]1[CH:16]=[CH:15][C:14]([C:17]#[N:18])=[CH:13][CH:12]=1)[CH2:5][CH:6]1[CH2:10][CH2:9][CH2:8][CH2:7]1.[OH-].[Li+].Cl. Product: [C:17]([C:14]1[CH:13]=[CH:12][C:11]([CH:4]([CH2:5][CH:6]2[CH2:10][CH2:9][CH2:8][CH2:7]2)[C:3]([OH:19])=[O:2])=[CH:16][CH:15]=1)#[N:18]. The catalyst class is: 670. (5) The catalyst class is: 26. Product: [OH:32][C:33]([C:36]1[CH:41]=[C:40]([C:42]([F:43])([F:44])[F:45])[N:39]=[C:38]([O:46][C@@H:47]2[CH2:52][CH2:51][C@H:50]([N:25]3[CH2:24][C:23]([CH2:27][C:28]#[N:29])([N:21]4[CH:22]=[C:18]([C:17]5[C:12]6[CH:11]=[CH:10][N:9]([CH2:8][O:7][CH2:6][CH2:5][Si:4]([CH3:30])([CH3:3])[CH3:31])[C:13]=6[N:14]=[CH:15][N:16]=5)[CH:19]=[N:20]4)[CH2:26]3)[CH2:49][CH2:48]2)[CH:37]=1)([CH3:34])[CH3:35]. Reactant: Cl.Cl.[CH3:3][Si:4]([CH3:31])([CH3:30])[CH2:5][CH2:6][O:7][CH2:8][N:9]1[C:13]2[N:14]=[CH:15][N:16]=[C:17]([C:18]3[CH:19]=[N:20][N:21]([C:23]4([CH2:27][C:28]#[N:29])[CH2:26][NH:25][CH2:24]4)[CH:22]=3)[C:12]=2[CH:11]=[CH:10]1.[OH:32][C:33]([C:36]1[CH:41]=[C:40]([C:42]([F:45])([F:44])[F:43])[N:39]=[C:38]([O:46][CH:47]2[CH2:52][CH2:51][C:50](=O)[CH2:49][CH2:48]2)[CH:37]=1)([CH3:35])[CH3:34].C(O[BH-](OC(=O)C)OC(=O)C)(=O)C.[Na+]. (6) Reactant: CNCCNC.[CH2:7]([N:10]1[C:18](=[O:19])[C:17]2[C:12](=[N:13][C:14]([S:20][CH3:21])=[N:15][CH:16]=2)[NH:11]1)[CH:8]=[CH2:9].I[C:23]1[CH:28]=[CH:27][CH:26]=[CH:25][N:24]=1.C(=O)([O-])[O-].[K+].[K+].N. Product: [CH2:7]([N:10]1[C:18](=[O:19])[C:17]2[C:12](=[N:13][C:14]([S:20][CH3:21])=[N:15][CH:16]=2)[N:11]1[C:23]1[CH:28]=[CH:27][CH:26]=[CH:25][N:24]=1)[CH:8]=[CH2:9]. The catalyst class is: 321.